From a dataset of Full USPTO retrosynthesis dataset with 1.9M reactions from patents (1976-2016). Predict the reactants needed to synthesize the given product. (1) Given the product [Br:1][C:2]1[CH:3]=[N:4][C:5]2[N:6]([N:8]=[C:9]([C:11]([N:23]3[CH2:24][CH2:25][C:19]4[S:18][C:17]([CH2:15][CH3:16])=[N:26][C:20]=4[CH2:21][CH2:22]3)=[O:13])[CH:10]=2)[CH:7]=1, predict the reactants needed to synthesize it. The reactants are: [Br:1][C:2]1[CH:3]=[N:4][C:5]2[N:6]([N:8]=[C:9]([C:11]([OH:13])=O)[CH:10]=2)[CH:7]=1.Br.[CH2:15]([C:17]1[S:18][C:19]2[CH2:25][CH2:24][NH:23][CH2:22][CH2:21][C:20]=2[N:26]=1)[CH3:16]. (2) Given the product [CH2:12]([C:2]1[C:3]([F:11])=[C:4]([C:8](=[O:10])[CH3:9])[CH:5]=[CH:6][CH:7]=1)[CH3:13], predict the reactants needed to synthesize it. The reactants are: Br[C:2]1[C:3]([F:11])=[C:4]([C:8](=[O:10])[CH3:9])[CH:5]=[CH:6][CH:7]=1.[CH2:12](B(O)O)[CH3:13].P([O-])([O-])([O-])=O.[K+].[K+].[K+].O. (3) Given the product [F:32][C:33]1[CH:34]=[N:35][C:36]([N:13]2[CH2:12][C@@H:11]3[C@@:6]([C:2]4[S:1][CH:5]=[CH:4][CH:3]=4)([N:7]=[C:8]([NH:15][C:16](=[O:23])[C:17]4[CH:18]=[CH:19][CH:20]=[CH:21][CH:22]=4)[S:9][CH2:10]3)[CH2:14]2)=[N:37][CH:38]=1, predict the reactants needed to synthesize it. The reactants are: [S:1]1[CH:5]=[CH:4][CH:3]=[C:2]1[C@:6]12[CH2:14][NH:13][CH2:12][C@H:11]1[CH2:10][S:9][C:8]([NH:15][C:16](=[O:23])[C:17]1[CH:22]=[CH:21][CH:20]=[CH:19][CH:18]=1)=[N:7]2.CN(C)C(N(C)C)=N.[F:32][C:33]1[CH:34]=[N:35][C:36](Cl)=[N:37][CH:38]=1.O. (4) Given the product [N:1]1([CH2:7][CH2:8][C:9]([N:11]2[CH2:17][CH2:16][CH2:15][CH2:14][C:13]3[NH:18][C:19]([CH:29]=[O:30])=[CH:20][C:12]2=3)=[O:10])[CH2:6][CH2:5][CH2:4][CH2:3][CH2:2]1, predict the reactants needed to synthesize it. The reactants are: [N:1]1([CH2:7][CH2:8][C:9]([N:11]2[CH2:17][CH2:16][CH2:15][CH2:14][C:13]3[NH:18][CH:19]=[CH:20][C:12]2=3)=[O:10])[CH2:6][CH2:5][CH2:4][CH2:3][CH2:2]1.O=P(Cl)(Cl)Cl.CN([CH:29]=[O:30])C. (5) Given the product [C:31]1([CH2:30][C:1]([C:3]2[CH:8]=[CH:7][C:6]([C:9]3([NH:17][C:18](=[O:24])[O:19][C:20]([CH3:23])([CH3:22])[CH3:21])[CH2:12][C:11]4([O:16][CH2:15][CH2:14][O:13]4)[CH2:10]3)=[CH:5][CH:4]=2)=[O:44])[CH:36]=[CH:35][CH:34]=[CH:33][CH:32]=1, predict the reactants needed to synthesize it. The reactants are: [C:1]([C:3]1[CH:8]=[CH:7][C:6]([C:9]2([NH:17][C:18](=[O:24])[O:19][C:20]([CH3:23])([CH3:22])[CH3:21])[CH2:12][C:11]3([O:16][CH2:15][CH2:14][O:13]3)[CH2:10]2)=[CH:5][CH:4]=1)#N.C([Mg]Cl)(C)C.[CH2:30]([Mg]Cl)[C:31]1[CH:36]=[CH:35][CH:34]=[CH:33][CH:32]=1.[Cl-].[NH4+].C1C[O:44]CC1.